Dataset: Forward reaction prediction with 1.9M reactions from USPTO patents (1976-2016). Task: Predict the product of the given reaction. (1) Given the reactants [C:1]1([Mg]Br)[CH:6]=[CH:5][CH:4]=[CH:3][CH:2]=1.[CH3:9][C:10]1[O:14][N:13]=[C:12]([C:15]([O:17]C)=O)[CH:11]=1.Cl, predict the reaction product. The product is: [CH3:9][C:10]1[O:14][N:13]=[C:12]([C:15]([C:1]2[CH:6]=[CH:5][CH:4]=[CH:3][CH:2]=2)([C:1]2[CH:6]=[CH:5][CH:4]=[CH:3][CH:2]=2)[OH:17])[CH:11]=1. (2) Given the reactants [NH2:1][C:2]1[N:7]=[CH:6][N:5]=[C:4]([C:8]([C:10]2[C:18]3[CH:17]=[N:16][CH:15]=[N:14][C:13]=3[N:12]([CH:19]([CH3:21])[CH3:20])[CH:11]=2)=[O:9])[CH:3]=1.C[Si]([N-][Si](C)(C)C)(C)C.[Na+].[Cl:32][C:33]1[CH:38]=[CH:37][C:36]([CH2:39][C:40](Cl)=[O:41])=[CH:35][CH:34]=1, predict the reaction product. The product is: [Cl:32][C:33]1[CH:38]=[CH:37][C:36]([CH2:39][C:40]([NH:1][C:2]2[CH:3]=[C:4]([C:8]([C:10]3[C:18]4[CH:17]=[N:16][CH:15]=[N:14][C:13]=4[N:12]([CH:19]([CH3:21])[CH3:20])[CH:11]=3)=[O:9])[N:5]=[CH:6][N:7]=2)=[O:41])=[CH:35][CH:34]=1. (3) Given the reactants [NH2:1][C@@H:2]([CH2:13][CH:14]1[CH2:19][CH2:18][CH2:17][CH2:16][CH2:15]1)[CH2:3][N:4]([CH3:12])[C:5](=[O:11])[O:6][C:7]([CH3:10])([CH3:9])[CH3:8].C1N=CN([C:25](N2C=NC=C2)=[O:26])C=1.CCN(C(C)C)C(C)C.[Cl:41][C:42]1[CH:43]=[CH:44][C:45]([CH3:63])=[C:46]([N:48]([CH:57]2[CH2:62][CH2:61][CH2:60][NH:59][CH2:58]2)[CH2:49][CH2:50][CH2:51][NH:52][C:53](=[O:56])[O:54][CH3:55])[CH:47]=1, predict the reaction product. The product is: [CH3:55][O:54][C:53]([NH:52][CH2:51][CH2:50][CH2:49][N:48]([C:46]1[CH:47]=[C:42]([Cl:41])[CH:43]=[CH:44][C:45]=1[CH3:63])[CH:57]1[CH2:62][CH2:61][CH2:60][N:59]([C:25]([NH:1][C@@H:2]([CH2:13][CH:14]2[CH2:15][CH2:16][CH2:17][CH2:18][CH2:19]2)[CH2:3][N:4]([CH3:12])[C:5](=[O:11])[O:6][C:7]([CH3:9])([CH3:10])[CH3:8])=[O:26])[CH2:58]1)=[O:56]. (4) Given the reactants [CH2:1]=[C:2]1[CH2:8][O:7][CH2:6][CH2:5][N:4]([C:9]([O:11][C:12]([CH3:15])([CH3:14])[CH3:13])=[O:10])[CH2:3]1.[O:16]1CCCC1.B.[OH-].[Na+].OO, predict the reaction product. The product is: [OH:16][CH2:1][CH:2]1[CH2:8][O:7][CH2:6][CH2:5][N:4]([C:9]([O:11][C:12]([CH3:15])([CH3:14])[CH3:13])=[O:10])[CH2:3]1. (5) Given the reactants [C:1]([O:4][CH2:5][C@@H:6]1[C@@H:11]([O:12][C:13](=[O:15])[CH3:14])[C@H:10](OC(=O)C)[CH:9]=[CH:8][O:7]1)(=[O:3])[CH3:2].[Br:20][C:21]1[CH:22]=[C:23](B(O)O)[CH:24]=[CH:25][CH:26]=1.N#N, predict the reaction product. The product is: [C:1]([O:4][CH2:5][C@@H:6]1[C@@H:11]([O:12][C:13](=[O:15])[CH3:14])[CH:10]=[CH:9][C@@H:8]([C:25]2[CH:24]=[CH:23][CH:22]=[C:21]([Br:20])[CH:26]=2)[O:7]1)(=[O:3])[CH3:2].